From a dataset of Full USPTO retrosynthesis dataset with 1.9M reactions from patents (1976-2016). Predict the reactants needed to synthesize the given product. (1) Given the product [CH3:2][O:3][CH:4]=[CH:24][C:47]1[CH:48]=[N:49][C:43]2[C:42]([N:52]3[CH2:53][CH2:54][O:55][CH2:56][CH2:57]3)=[N:41][C:40]([C:36]3[CH:37]=[CH:38][CH:39]=[C:34]([O:33][CH2:32][O:31][CH3:30])[CH:35]=3)=[N:45][C:44]=2[CH:46]=1, predict the reactants needed to synthesize it. The reactants are: [Cl-].[CH3:2][O:3][CH2:4][P+](C1C=CC=CC=1)(C1C=CC=CC=1)C1C=CC=CC=1.[CH3:24]C(C)([O-])C.[K+].[CH3:30][O:31][CH2:32][O:33][C:34]1[CH:35]=[C:36]([C:40]2[N:41]=[C:42]([N:52]3[CH2:57][CH2:56][O:55][CH2:54][CH2:53]3)[C:43]3[N:49]=[CH:48][C:47](C=O)=[CH:46][C:44]=3[N:45]=2)[CH:37]=[CH:38][CH:39]=1.O. (2) Given the product [C:1]([O:5][C:6](=[O:28])[CH2:7][CH2:8][C:9]1[CH:14]=[CH:13][C:12]([OH:15])=[CH:11][C:10]=1[CH2:16][N:17]1[C:18](=[O:27])[C:19]2[C:24](=[CH:23][CH:22]=[CH:21][CH:20]=2)[C:25]1=[O:26])([CH3:4])([CH3:2])[CH3:3], predict the reactants needed to synthesize it. The reactants are: [C:1]([O:5][C:6](=[O:28])[CH:7]=[CH:8][C:9]1[CH:14]=[CH:13][C:12]([OH:15])=[CH:11][C:10]=1[CH2:16][N:17]1[C:25](=[O:26])[C:24]2[C:19](=[CH:20][CH:21]=[CH:22][CH:23]=2)[C:18]1=[O:27])([CH3:4])([CH3:3])[CH3:2].[H][H].